Dataset: Forward reaction prediction with 1.9M reactions from USPTO patents (1976-2016). Task: Predict the product of the given reaction. (1) The product is: [CH3:1][C:2]1[CH:7]=[CH:6][CH:5]=[C:4]([CH3:8])[C:3]=1[N:9]1[C:14]2[N:15]=[C:16]([NH:32][CH2:33][CH2:34][OH:35])[N:17]=[C:18]([C:19]3[CH:24]=[CH:23][C:22]([F:25])=[CH:21][C:20]=3[CH3:26])[C:13]=2[CH:12]=[CH:11][C:10]1=[O:31]. Given the reactants [CH3:1][C:2]1[CH:7]=[CH:6][CH:5]=[C:4]([CH3:8])[C:3]=1[N:9]1[C:14]2[N:15]=[C:16](S(C)(=O)=O)[N:17]=[C:18]([C:19]3[CH:24]=[CH:23][C:22]([F:25])=[CH:21][C:20]=3[CH3:26])[C:13]=2[CH:12]=[CH:11][C:10]1=[O:31].[NH2:32][CH2:33][CH2:34][OH:35], predict the reaction product. (2) Given the reactants [N:1]([C:4]1[CH:9]=[CH:8][C:7]([C:10]([F:13])([F:12])[F:11])=[CH:6][CH:5]=1)=[C:2]=[O:3].C(OC([N:21]1[CH2:26][CH:25]2[CH2:27][CH:22]1[CH2:23][NH:24]2)=O)(C)(C)C.FC(F)(F)C(O)=O.[OH-].[Na+], predict the reaction product. The product is: [F:13][C:10]([F:11])([F:12])[C:7]1[CH:6]=[CH:5][C:4]([NH:1][C:2]([N:21]2[CH2:26][CH:25]3[CH2:27][CH:22]2[CH2:23][NH:24]3)=[O:3])=[CH:9][CH:8]=1. (3) Given the reactants [OH-].[Na+].C[O:4][C:5](=[O:40])[CH2:6][C:7]1[CH:8]=[N:9][CH:10]=[C:11]([C:13]2[CH:18]=[CH:17][C:16]([C:19]([CH2:38][CH3:39])([C:22]3[CH:27]=[CH:26][C:25]([C:28]#[C:29][C:30]4([OH:36])[CH2:35][CH2:34][CH2:33][CH2:32][CH2:31]4)=[C:24]([CH3:37])[CH:23]=3)[CH2:20][CH3:21])=[CH:15][CH:14]=2)[CH:12]=1.[Cl-].[NH4+], predict the reaction product. The product is: [CH2:20]([C:19]([C:16]1[CH:15]=[CH:14][C:13]([C:11]2[CH:12]=[C:7]([CH2:6][C:5]([OH:40])=[O:4])[CH:8]=[N:9][CH:10]=2)=[CH:18][CH:17]=1)([C:22]1[CH:27]=[CH:26][C:25]([C:28]#[C:29][C:30]2([OH:36])[CH2:31][CH2:32][CH2:33][CH2:34][CH2:35]2)=[C:24]([CH3:37])[CH:23]=1)[CH2:38][CH3:39])[CH3:21]. (4) Given the reactants Cl.[N:2]1[CH:7]=[CH:6][CH:5]=[C:4]2[CH2:8][CH2:9][CH:10]([C:11]([OH:13])=[O:12])[C:3]=12.OS(O)(=O)=O.[CH3:19]O, predict the reaction product. The product is: [CH3:19][O:12][C:11]([CH:10]1[C:3]2=[N:2][CH:7]=[CH:6][CH:5]=[C:4]2[CH2:8][CH2:9]1)=[O:13].